Dataset: NCI-60 drug combinations with 297,098 pairs across 59 cell lines. Task: Regression. Given two drug SMILES strings and cell line genomic features, predict the synergy score measuring deviation from expected non-interaction effect. Drug 1: C1=CC(=CC=C1C#N)C(C2=CC=C(C=C2)C#N)N3C=NC=N3. Drug 2: CC1C(C(CC(O1)OC2CC(CC3=C2C(=C4C(=C3O)C(=O)C5=CC=CC=C5C4=O)O)(C(=O)C)O)N)O. Cell line: UO-31. Synergy scores: CSS=50.4, Synergy_ZIP=-1.98, Synergy_Bliss=-0.157, Synergy_Loewe=-2.43, Synergy_HSA=2.07.